This data is from Catalyst prediction with 721,799 reactions and 888 catalyst types from USPTO. The task is: Predict which catalyst facilitates the given reaction. Reactant: [C:1]([C:4]1[C:25]([N+:26]([O-:28])=[O:27])=[CH:24][C:7]([O:8][CH2:9][C:10]2([NH:13][C:14]([O:16][CH2:17][C:18]3[CH:23]=[CH:22][CH:21]=[CH:20][CH:19]=3)=[O:15])[CH2:12][CH2:11]2)=[C:6]([O:29][CH3:30])[CH:5]=1)(=[O:3])[CH3:2].CO[CH:33](OC)[N:34]([CH3:36])[CH3:35]. Product: [CH3:33][N:34]([CH3:36])[CH:35]=[CH:2][C:1]([C:4]1[C:25]([N+:26]([O-:28])=[O:27])=[CH:24][C:7]([O:8][CH2:9][C:10]2([NH:13][C:14]([O:16][CH2:17][C:18]3[CH:19]=[CH:20][CH:21]=[CH:22][CH:23]=3)=[O:15])[CH2:12][CH2:11]2)=[C:6]([O:29][CH3:30])[CH:5]=1)=[O:3]. The catalyst class is: 18.